This data is from Reaction yield outcomes from USPTO patents with 853,638 reactions. The task is: Predict the reaction yield, written as a fraction of the theoretical maximum amount of product (1.0 means a 100% yield; for example, 0.34 means a 34% yield). (1) The product is [NH:12]1[CH:13]=[CH:14][N:15]=[C:11]1[C:4]1[CH:5]=[CH:6][C:7]([NH2:8])=[C:2]([CH3:1])[CH:3]=1. The catalyst is CCO.CO.[Pd]. The reactants are [CH3:1][C:2]1[CH:3]=[C:4]([C:11]2[NH:12][CH:13]=[CH:14][N:15]=2)[CH:5]=[CH:6][C:7]=1[N+:8]([O-])=O. The yield is 0.990. (2) The reactants are Cl.Br[CH2:3][C:4]1[CH:9]=[CH:8][N:7]=[CH:6][CH:5]=1.C(=O)([O-])[O-].[K+].[K+].[Br:16][C:17]1[CH:22]=[CH:21][C:20]([SH:23])=[CH:19][CH:18]=1.C(OCC)(=O)C. The catalyst is C1COCC1.O. The product is [Br:16][C:17]1[CH:22]=[CH:21][C:20]([S:23][CH2:3][C:4]2[CH:9]=[CH:8][N:7]=[CH:6][CH:5]=2)=[CH:19][CH:18]=1. The yield is 0.820.